From a dataset of Forward reaction prediction with 1.9M reactions from USPTO patents (1976-2016). Predict the product of the given reaction. (1) Given the reactants C(O[C:6](=O)[N:7]([CH:9]([CH3:39])[C:10]([NH:12][C:13]1[CH:18]=[CH:17][C:16]([C:19]2[C:24]([CH3:25])=[CH:23][N:22]=[CH:21][C:20]=2[CH3:26])=[C:15]([C:27]#[C:28][C:29]2[CH:30]=[C:31]3[C:36](=[CH:37][CH:38]=2)[N:35]=[CH:34][CH:33]=[CH:32]3)[N:14]=1)=[O:11])C)(C)(C)C.C(Cl)Cl.C(O)(C(F)(F)F)=O, predict the reaction product. The product is: [CH3:26][C:20]1[CH:21]=[N:22][CH:23]=[C:24]([CH3:25])[C:19]=1[C:16]1[CH:17]=[CH:18][C:13]([NH:12][C:10](=[O:11])[CH:9]([NH:7][CH3:6])[CH3:39])=[N:14][C:15]=1[C:27]#[C:28][C:29]1[CH:30]=[C:31]2[C:36](=[CH:37][CH:38]=1)[N:35]=[CH:34][CH:33]=[CH:32]2. (2) Given the reactants S=[C:2]1[CH2:6][S:5][C:4](=[O:7])[NH:3]1.[CH3:8][S:9]([CH2:12][CH2:13][NH2:14])(=[O:11])=[O:10], predict the reaction product. The product is: [CH3:8][S:9]([CH2:12][CH2:13][NH:14][C:2]1[CH2:6][S:5][C:4](=[O:7])[N:3]=1)(=[O:11])=[O:10].